This data is from Full USPTO retrosynthesis dataset with 1.9M reactions from patents (1976-2016). The task is: Predict the reactants needed to synthesize the given product. (1) Given the product [N:11]1[C:10]2[C:5](=[N:6][CH:7]=[CH:8][CH:9]=2)[S:4][C:3]=1[CH2:2][N:15]1[CH2:14][CH2:13][N:12]([C:18]2[CH:25]=[CH:24][CH:23]=[CH:22][C:19]=2[C:20]#[N:21])[CH2:17][CH2:16]1, predict the reactants needed to synthesize it. The reactants are: Cl[CH2:2][C:3]1[S:4][C:5]2[C:10]([N:11]=1)=[CH:9][CH:8]=[CH:7][N:6]=2.[N:12]1([C:18]2[CH:25]=[CH:24][CH:23]=[CH:22][C:19]=2[C:20]#[N:21])[CH2:17][CH2:16][NH:15][CH2:14][CH2:13]1.CCN(C(C)C)C(C)C. (2) Given the product [CH3:22][C:16]1[C:17]([CH3:21])=[CH:18][CH:19]=[CH:20][C:15]=1[C:7]1[C:8]2[C:9](=[N:10][CH:11]=[N:12][C:13]=2[NH2:14])[NH:5][N:6]=1, predict the reactants needed to synthesize it. The reactants are: C([N:5]1[C:9]2=[N:10][CH:11]=[N:12][C:13]([NH2:14])=[C:8]2[C:7]([C:15]2[CH:20]=[CH:19][CH:18]=[C:17]([CH3:21])[C:16]=2[CH3:22])=[N:6]1)(C)(C)C. (3) Given the product [CH3:1][O:2][C:3]1[CH:4]=[C:5]([CH2:11][CH:12]([NH2:24])[CH2:13][CH2:14][CH3:15])[CH:6]=[CH:7][C:8]=1[O:9][CH3:10], predict the reactants needed to synthesize it. The reactants are: [CH3:1][O:2][C:3]1[CH:4]=[C:5]([CH2:11][C:12](=O)[CH2:13][CH2:14][CH3:15])[CH:6]=[CH:7][C:8]=1[O:9][CH3:10].C([O-])(=O)C.[NH4+].[BH3-]C#[N:24].[Na+].Cl. (4) Given the product [ClH:28].[CH2:1]([N:5]1[C:14]2[C:9](=[CH:10][CH:11]=[CH:12][CH:13]=2)[N:8]([C:15]([N:17]2[CH2:21][CH2:20][CH:19]([C:22]3[CH:23]=[N:24][CH:25]=[CH:26][CH:27]=3)[CH2:18]2)=[O:16])[CH2:7][CH2:6]1)[CH2:2][CH2:3][CH3:4], predict the reactants needed to synthesize it. The reactants are: [CH2:1]([N:5]1[C:14]2[C:9](=[CH:10][CH:11]=[CH:12][CH:13]=2)[N:8]([C:15]([N:17]2[CH2:21][CH2:20][CH:19]([C:22]3[CH:23]=[N:24][CH:25]=[CH:26][CH:27]=3)[CH2:18]2)=[O:16])[CH2:7][CH2:6]1)[CH2:2][CH2:3][CH3:4].[ClH:28]. (5) Given the product [CH3:12][C:13]1[N:14]([C:21]2[CH:26]=[CH:25][CH:24]=[CH:23][CH:22]=2)[C:15]([CH3:20])=[C:16]([P:19]2[C@H:31]([CH3:32])[CH2:30][CH2:29][C@H:28]2[CH3:27])[C:17]=1[P:18]1[CH:10]([CH3:11])[CH2:9][CH2:8][CH:7]1[CH3:6], predict the reactants needed to synthesize it. The reactants are: [Li]CCCC.[CH3:6][CH2:7][CH2:8][CH2:9][CH2:10][CH3:11].[CH3:12][C:13]1[N:14]([C:21]2[CH:26]=[CH:25][CH:24]=[CH:23][CH:22]=2)[C:15]([CH3:20])=[C:16]([PH2:19])[C:17]=1[PH2:18].[CH3:27][C@H:28](O)[CH2:29][CH2:30][C@@H:31](O)[CH3:32]. (6) Given the product [CH:15]([N:12]1[CH2:13][CH2:14][CH:10]([CH2:9][NH:7][CH3:6])[CH2:11]1)([C:22]1[CH:27]=[CH:26][CH:25]=[CH:24][CH:23]=1)[C:16]1[CH:17]=[CH:18][CH:19]=[CH:20][CH:21]=1, predict the reactants needed to synthesize it. The reactants are: C(O[C:6](=O)[N:7]([CH2:9][CH:10]1[CH2:14][CH2:13][N:12]([CH:15]([C:22]2[CH:27]=[CH:26][CH:25]=[CH:24][CH:23]=2)[C:16]2[CH:21]=[CH:20][CH:19]=[CH:18][CH:17]=2)[CH2:11]1)C)(C)(C)C.C(O)(C(F)(F)F)=O. (7) Given the product [OH:41][CH:29]([CH2:30][C:31]1[CH:40]=[CH:39][C:38]2[C:33](=[CH:34][CH:35]=[CH:36][CH:37]=2)[CH:32]=1)/[CH:28]=[CH:27]/[C@H:10]1[CH:9]=[CH:13][C:12](=[O:14])[C@@H:11]1[CH2:15][CH2:16][C:17]1[CH:26]=[CH:25][C:20]([C:21]([O:23][CH3:24])=[O:22])=[CH:19][CH:18]=1, predict the reactants needed to synthesize it. The reactants are: [Si](O[C@@H:9]1[CH2:13][C:12](=[O:14])[C@H:11]([CH2:15][CH2:16][C:17]2[CH:26]=[CH:25][C:20]([C:21]([O:23][CH3:24])=[O:22])=[CH:19][CH:18]=2)[C@H:10]1/[CH:27]=[CH:28]/[CH:29]([O:41][Si](C(C)(C)C)(C)C)[CH2:30][C:31]1[CH:40]=[CH:39][C:38]2[C:33](=[CH:34][CH:35]=[CH:36][CH:37]=2)[CH:32]=1)(C(C)(C)C)(C)C.C1(C)C=CC=CC=1. (8) Given the product [O:1]1[CH2:6][CH2:5][CH:4]([C:7]2[C:8]([O:13][CH:14]3[CH2:19][CH2:18][N:17]([C:20]([O:22][C:23]([CH3:26])([CH3:25])[CH3:24])=[O:21])[CH2:16][CH2:15]3)=[N:9][CH:10]=[CH:11][CH:12]=2)[CH2:3][CH2:2]1, predict the reactants needed to synthesize it. The reactants are: [O:1]1[CH2:6][CH:5]=[C:4]([C:7]2[C:8]([O:13][CH:14]3[CH2:19][CH2:18][N:17]([C:20]([O:22][C:23]([CH3:26])([CH3:25])[CH3:24])=[O:21])[CH2:16][CH2:15]3)=[N:9][CH:10]=[CH:11][CH:12]=2)[CH2:3][CH2:2]1. (9) Given the product [CH3:1][O:2][C:3]1[CH:8]=[C:7]([C:9]2[CH:10]=[C:11]([CH:29]=[CH:30][C:31]=2[CH3:32])[CH2:12][O:13][C:14]2[N:19]=[CH:18][C:17]3[C@@H:20]4[C@@H:23]([C:24]([OH:26])=[O:25])[C@@H:21]4[CH2:22][C:16]=3[CH:15]=2)[CH:6]=[CH:5][N:4]=1, predict the reactants needed to synthesize it. The reactants are: [CH3:1][O:2][C:3]1[CH:8]=[C:7]([C:9]2[CH:10]=[C:11]([CH:29]=[CH:30][C:31]=2[CH3:32])[CH2:12][O:13][C:14]2[N:19]=[CH:18][C:17]3[C@@H:20]4[C@@H:23]([C:24]([O:26]CC)=[O:25])[C@@H:21]4[CH2:22][C:16]=3[CH:15]=2)[CH:6]=[CH:5][N:4]=1.O[Li].O.Cl. (10) Given the product [CH2:1]([C:3]1[S:4][C:5]([C:8]([O:10][CH2:11][CH3:12])=[O:9])=[CH:6][N:7]=1)[CH3:2], predict the reactants needed to synthesize it. The reactants are: [CH:1]([C:3]1[S:4][C:5]([C:8]([O:10][CH2:11][CH3:12])=[O:9])=[CH:6][N:7]=1)=[CH2:2].[H][H].